Dataset: Peptide-MHC class I binding affinity with 185,985 pairs from IEDB/IMGT. Task: Regression. Given a peptide amino acid sequence and an MHC pseudo amino acid sequence, predict their binding affinity value. This is MHC class I binding data. The peptide sequence is SLMSRVVYK. The MHC is HLA-A25:01 with pseudo-sequence HLA-A25:01. The binding affinity (normalized) is 0.0847.